Predict the product of the given reaction. From a dataset of Forward reaction prediction with 1.9M reactions from USPTO patents (1976-2016). (1) Given the reactants [Cl:1][C:2]1[CH:15]=[CH:14][C:5]([CH2:6][NH:7][C:8](=[O:13])[C:9]([CH3:12])([CH3:11])[CH3:10])=[C:4]([F:16])[C:3]=1[N:17]1[C:21](=[O:22])[NH:20][C:19]([C:23]2[CH:28]=[CH:27][C:26](I)=[CH:25][CH:24]=2)=[N:18]1.[CH3:30][C:31]([CH3:35])([CH3:34])[C:32]#[CH:33].CCCC[N+](CCCC)(CCCC)CCCC.[F-], predict the reaction product. The product is: [Cl:1][C:2]1[CH:15]=[CH:14][C:5]([CH2:6][NH:7][C:8](=[O:13])[C:9]([CH3:12])([CH3:11])[CH3:10])=[C:4]([F:16])[C:3]=1[N:17]1[C:21](=[O:22])[NH:20][C:19]([C:23]2[CH:28]=[CH:27][C:26]([C:33]#[C:32][C:31]([CH3:35])([CH3:34])[CH3:30])=[CH:25][CH:24]=2)=[N:18]1. (2) Given the reactants [Br:1][C:2]1[CH:3]=[C:4]2[C:8](=[CH:9][CH:10]=1)[NH:7][C:6](=[O:11])[CH2:5]2.[CH3:12][C:13]1[C:17]([CH2:18][CH2:19][CH2:20][N:21]2[CH2:26][CH2:25][O:24][CH2:23][CH2:22]2)=[C:16]([CH3:27])[NH:15][C:14]=1[CH:28]=O, predict the reaction product. The product is: [Br:1][C:2]1[CH:3]=[C:4]2[C:8](=[CH:9][CH:10]=1)[NH:7][C:6](=[O:11])[C:5]2=[CH:28][C:14]1[NH:15][C:16]([CH3:27])=[C:17]([CH2:18][CH2:19][CH2:20][N:21]2[CH2:22][CH2:23][O:24][CH2:25][CH2:26]2)[C:13]=1[CH3:12]. (3) Given the reactants Br[C:2]1[N:3]=[CH:4][C:5]([NH2:8])=[N:6][CH:7]=1.CO[CH2:11][CH2:12][O:13][CH3:14].C([O-])([O-])=O.[Na+].[Na+].[CH3:21][CH2:22]OC(C)=O, predict the reaction product. The product is: [O:13]1[CH2:14][CH:22]=[C:21]([C:2]2[N:3]=[CH:4][C:5]([NH2:8])=[N:6][CH:7]=2)[CH2:11][CH2:12]1. (4) Given the reactants [Br:1][C:2]1[CH:9]=[C:8]([Cl:10])[CH:7]=[CH:6][C:3]=1[CH:4]=O.[N:11]1([C:17]([O:19][C:20]([CH3:23])([CH3:22])[CH3:21])=[O:18])[CH2:16][CH2:15][NH:14][CH2:13][CH2:12]1.C(O[BH-](OC(=O)C)OC(=O)C)(=O)C.[Na+], predict the reaction product. The product is: [Br:1][C:2]1[CH:9]=[C:8]([Cl:10])[CH:7]=[CH:6][C:3]=1[CH2:4][N:14]1[CH2:13][CH2:12][N:11]([C:17]([O:19][C:20]([CH3:23])([CH3:22])[CH3:21])=[O:18])[CH2:16][CH2:15]1. (5) Given the reactants [CH:1]1([NH:4][C:5](=[O:31])[CH2:6][N:7]2[C:16]3[C:11](=[N:12][CH:13]=[C:14]([CH2:17][C:18]4[CH:23]=[CH:22][C:21]([F:24])=[CH:20][CH:19]=4)[CH:15]=3)[C:10]([OH:25])=[C:9]([C:26]([NH:28][CH3:29])=[O:27])[C:8]2=[O:30])[CH2:3][CH2:2]1.[OH-].[Na+:33], predict the reaction product. The product is: [CH:1]1([NH:4][C:5](=[O:31])[CH2:6][N:7]2[C:16]3[C:11](=[N:12][CH:13]=[C:14]([CH2:17][C:18]4[CH:23]=[CH:22][C:21]([F:24])=[CH:20][CH:19]=4)[CH:15]=3)[C:10]([O-:25])=[C:9]([C:26]([NH:28][CH3:29])=[O:27])[C:8]2=[O:30])[CH2:3][CH2:2]1.[Na+:33]. (6) Given the reactants C[O:2][C:3](=[O:30])[CH2:4][O:5][C:6]1[CH:15]=[CH:14][C:13]([Cl:16])=[C:12]2[C:7]=1[C:8]([O:26][CH:27]([CH3:29])[CH3:28])=[C:9]([CH2:18][C:19]1[CH:24]=[CH:23][C:22]([F:25])=[CH:21][CH:20]=1)[C:10]([CH3:17])=[N:11]2.CO.[OH-].[Na+], predict the reaction product. The product is: [Cl:16][C:13]1[CH:14]=[CH:15][C:6]([O:5][CH2:4][C:3]([OH:30])=[O:2])=[C:7]2[C:12]=1[N:11]=[C:10]([CH3:17])[C:9]([CH2:18][C:19]1[CH:20]=[CH:21][C:22]([F:25])=[CH:23][CH:24]=1)=[C:8]2[O:26][CH:27]([CH3:29])[CH3:28].